This data is from M1 muscarinic receptor antagonist screen with 61,756 compounds. The task is: Binary Classification. Given a drug SMILES string, predict its activity (active/inactive) in a high-throughput screening assay against a specified biological target. The molecule is O=C(Nc1c(CC)cccc1C)c1cc(N(C)C)ccc1. The result is 0 (inactive).